This data is from Catalyst prediction with 721,799 reactions and 888 catalyst types from USPTO. The task is: Predict which catalyst facilitates the given reaction. (1) Reactant: C(O[C:4]([C:6]1[CH:7]=[C:8]2[C:12](=[CH:13][CH:14]=1)[NH:11][N:10]=[C:9]2[C:15]1[CH:24]=[CH:23][C:22]2[C:17](=[CH:18][CH:19]=[C:20]([O:25][CH2:26][CH2:27][N:28]3[CH2:34][CH2:33][CH2:32][CH2:31][CH2:30][CH2:29]3)[CH:21]=2)[CH:16]=1)=[NH:5])C.[CH:35]1([CH2:38][C:39]([NH:41][NH2:42])=O)[CH2:37][CH2:36]1.C(N(CC)CC)C. Product: [N:28]1([CH2:27][CH2:26][O:25][C:20]2[CH:21]=[C:22]3[C:17](=[CH:18][CH:19]=2)[CH:16]=[C:15]([C:9]2[C:8]4[C:12](=[CH:13][CH:14]=[C:6]([C:4]5[N:5]=[C:39]([CH2:38][CH:35]6[CH2:37][CH2:36]6)[NH:41][N:42]=5)[CH:7]=4)[NH:11][N:10]=2)[CH:24]=[CH:23]3)[CH2:34][CH2:33][CH2:32][CH2:31][CH2:30][CH2:29]1. The catalyst class is: 5. (2) Reactant: [NH2:1][C:2]1[CH:3]=[C:4]2[C:13](=[CH:14][C:15]=1[F:16])[O:12][CH2:11][C:10]1[N:5]2[CH:6]([CH3:18])[C:7](=[O:17])[NH:8][N:9]=1.[CH:19]([N:32]1[CH2:35][C:34](OS(C)(=O)=O)([CH3:36])[CH2:33]1)([C:26]1[CH:31]=[CH:30][CH:29]=[CH:28][CH:27]=1)[C:20]1[CH:25]=[CH:24][CH:23]=[CH:22][CH:21]=1.C([O-])([O-])=O.[K+].[K+].O. Product: [CH:19]([N:32]1[CH2:35][C:34]([NH:1][C:2]2[CH:3]=[C:4]3[C:13](=[CH:14][C:15]=2[F:16])[O:12][CH2:11][C:10]2[N:5]3[CH:6]([CH3:18])[C:7](=[O:17])[NH:8][N:9]=2)([CH3:36])[CH2:33]1)([C:26]1[CH:27]=[CH:28][CH:29]=[CH:30][CH:31]=1)[C:20]1[CH:21]=[CH:22][CH:23]=[CH:24][CH:25]=1. The catalyst class is: 3. (3) Reactant: [CH3:1][O:2][C:3]1[CH:4]=[C:5]2[C:10](=[CH:11][C:12]=1[O:13][CH3:14])[N:9]=[CH:8][N:7]=[C:6]2[O:15][C:16]1[CH:22]=[CH:21][C:19]([NH2:20])=[C:18]([O:23][CH3:24])[CH:17]=1.C(N(CC)CC)C.Cl[C:33](Cl)([O:35]C(=O)OC(Cl)(Cl)Cl)Cl.[O:44]1[CH2:49][CH2:48][N:47]([CH2:50][CH2:51][NH2:52])[CH2:46][CH2:45]1. Product: [CH3:1][O:2][C:3]1[CH:4]=[C:5]2[C:10](=[CH:11][C:12]=1[O:13][CH3:14])[N:9]=[CH:8][N:7]=[C:6]2[O:15][C:16]1[CH:22]=[CH:21][C:19]([NH:20][C:33]([NH:52][CH2:51][CH2:50][N:47]2[CH2:48][CH2:49][O:44][CH2:45][CH2:46]2)=[O:35])=[C:18]([O:23][CH3:24])[CH:17]=1. The catalyst class is: 146. (4) Reactant: [CH2:1]([O:8][CH2:9][C:10](=O)[CH2:11][N:12]1[N:16]=[C:15]([CH3:17])[O:14][C:13]1=[O:18])[C:2]1[CH:7]=[CH:6][CH:5]=[CH:4][CH:3]=1.O.[NH2:21][NH2:22]. Product: [CH2:1]([O:8][CH2:9][C:10]1[CH2:11][N:12]([NH:16][C:15](=[O:14])[CH3:17])[C:13](=[O:18])[NH:21][N:22]=1)[C:2]1[CH:7]=[CH:6][CH:5]=[CH:4][CH:3]=1. The catalyst class is: 32. (5) Reactant: [F:1][C:2]([F:42])([F:41])[C:3]1[CH:4]=[C:5]([CH:34]=[C:35]([C:37]([F:40])([F:39])[F:38])[CH:36]=1)[CH2:6][N:7]([CH2:25][C:26]1[C:31]([OH:32])=[CH:30][CH:29]=[C:28]([CH3:33])[N:27]=1)[C:8]1[N:13]=[CH:12][C:11]([N:14]2[CH2:19][CH2:18][CH:17]([C:20]([O:22][CH2:23][CH3:24])=[O:21])[CH2:16][CH2:15]2)=[CH:10][N:9]=1.N1C=CC=CC=1.[F:49][C:50]([F:63])([F:62])[S:51](O[S:51]([C:50]([F:63])([F:62])[F:49])(=[O:53])=[O:52])(=[O:53])=[O:52].C(=O)(O)[O-].[Na+]. Product: [F:42][C:2]([F:1])([F:41])[C:3]1[CH:4]=[C:5]([CH:34]=[C:35]([C:37]([F:39])([F:40])[F:38])[CH:36]=1)[CH2:6][N:7]([CH2:25][C:26]1[C:31]([O:32][S:51]([C:50]([F:63])([F:62])[F:49])(=[O:53])=[O:52])=[CH:30][CH:29]=[C:28]([CH3:33])[N:27]=1)[C:8]1[N:13]=[CH:12][C:11]([N:14]2[CH2:19][CH2:18][CH:17]([C:20]([O:22][CH2:23][CH3:24])=[O:21])[CH2:16][CH2:15]2)=[CH:10][N:9]=1. The catalyst class is: 366. (6) Reactant: C([Si](C)(C)[O:6][C@H:7]1[CH2:11][CH2:10][N:9]([CH2:12][C@@H:13]([N:22]([CH3:36])[C:23](=[O:35])[CH2:24][C:25]2[CH:26]=[CH:27][C:28]3[S:32][C:31](=[O:33])[NH:30][C:29]=3[CH:34]=2)[C:14]2[CH:19]=[CH:18][CH:17]=[C:16]([C:20]#N)[CH:15]=2)[CH2:8]1)(C)(C)C.[OH2:39].[OH-:40].[K+].Cl. Product: [OH:6][C@H:7]1[CH2:11][CH2:10][N:9]([CH2:12][C@H:13]([C:14]2[CH:15]=[C:16]([CH:17]=[CH:18][CH:19]=2)[C:20]([OH:40])=[O:39])[N:22]([CH3:36])[C:23](=[O:35])[CH2:24][C:25]2[CH:26]=[CH:27][C:28]3[S:32][C:31](=[O:33])[NH:30][C:29]=3[CH:34]=2)[CH2:8]1. The catalyst class is: 83.